Dataset: Forward reaction prediction with 1.9M reactions from USPTO patents (1976-2016). Task: Predict the product of the given reaction. (1) Given the reactants [Si:1]([O:8][CH2:9][C:10]1[CH:15]=[CH:14][C:13](Br)=[CH:12][C:11]=1[O:17][CH3:18])([C:4]([CH3:7])([CH3:6])[CH3:5])([CH3:3])[CH3:2].[Li]CCCC.[CH:24](=[O:31])[C:25]1[CH:30]=[CH:29][CH:28]=[CH:27][CH:26]=1.O, predict the reaction product. The product is: [Si:1]([O:8][CH2:9][C:10]1[CH:15]=[CH:14][C:13]([CH:24]([C:25]2[CH:30]=[CH:29][CH:28]=[CH:27][CH:26]=2)[OH:31])=[CH:12][C:11]=1[O:17][CH3:18])([C:4]([CH3:7])([CH3:6])[CH3:5])([CH3:3])[CH3:2]. (2) The product is: [Br:1][C:2]1[C:3]([N:20]2[CH2:25][CH2:24][CH2:23][C@@H:22]([NH:26][C:27](=[O:33])[O:28][C:29]([CH3:31])([CH3:30])[CH3:32])[CH2:21]2)=[C:4]2[C:10]([NH:11][C:12]([CH:14]3[CH2:18][CH2:17][CH2:16][CH2:15]3)=[O:13])=[CH:9][NH:8][C:5]2=[N:6][CH:7]=1. Given the reactants [Br:1][C:2]1[C:3](F)=[C:4]2[C:10]([NH:11][C:12]([CH:14]3[CH2:18][CH2:17][CH2:16][CH2:15]3)=[O:13])=[CH:9][NH:8][C:5]2=[N:6][CH:7]=1.[NH:20]1[CH2:25][CH2:24][CH2:23][C@@H:22]([NH:26][C:27](=[O:33])[O:28][C:29]([CH3:32])([CH3:31])[CH3:30])[CH2:21]1, predict the reaction product.